Dataset: Forward reaction prediction with 1.9M reactions from USPTO patents (1976-2016). Task: Predict the product of the given reaction. (1) Given the reactants [CH3:1][O:2][CH2:3][O:4][C@H:5]1[CH2:9][CH2:8][N:7]([CH2:10][C@@H:11]([N:18]([C:20]2[CH:29]=[CH:28][C:23]([C:24]([O:26]C)=[O:25])=[CH:22][CH:21]=2)[CH3:19])[C:12]2[CH:17]=[CH:16][CH:15]=[CH:14][CH:13]=2)[CH2:6]1.[OH-].[Na+].Cl, predict the reaction product. The product is: [CH3:1][O:2][CH2:3][O:4][C@H:5]1[CH2:9][CH2:8][N:7]([CH2:10][C@@H:11]([N:18]([C:20]2[CH:21]=[CH:22][C:23]([C:24]([OH:26])=[O:25])=[CH:28][CH:29]=2)[CH3:19])[C:12]2[CH:17]=[CH:16][CH:15]=[CH:14][CH:13]=2)[CH2:6]1. (2) Given the reactants [OH:1][CH2:2][C:3]1[CH:4]=[C:5]([CH2:11][CH:12]([O:18][CH:19]([CH3:21])[CH3:20])[C:13]([O:15][CH2:16][CH3:17])=[O:14])[CH:6]=[CH:7][C:8]=1[O:9][CH3:10].C[N+]1([O-])CCOCC1, predict the reaction product. The product is: [CH:2]([C:3]1[CH:4]=[C:5]([CH2:11][CH:12]([O:18][CH:19]([CH3:20])[CH3:21])[C:13]([O:15][CH2:16][CH3:17])=[O:14])[CH:6]=[CH:7][C:8]=1[O:9][CH3:10])=[O:1]. (3) Given the reactants [C:1]([C:3]1[CH:4]=[C:5]([C:13]2[O:17][N:16]=[C:15]([C:18]3[C:28]4[CH2:27][CH2:26][N:25](C(OC(C)(C)C)=O)[CH2:24][CH2:23][C:22]=4[CH:21]=[CH:20][CH:19]=3)[N:14]=2)[CH:6]=[CH:7][C:8]=1[O:9][CH:10]([CH3:12])[CH3:11])#[N:2].FC(F)(F)C(O)=O.C(Cl)[Cl:44], predict the reaction product. The product is: [ClH:44].[CH3:12][CH:10]([O:9][C:8]1[CH:7]=[CH:6][C:5]([C:13]2[O:17][N:16]=[C:15]([C:18]3[C:28]4[CH2:27][CH2:26][NH:25][CH2:24][CH2:23][C:22]=4[CH:21]=[CH:20][CH:19]=3)[N:14]=2)=[CH:4][C:3]=1[C:1]#[N:2])[CH3:11]. (4) Given the reactants [N:1]1([CH2:7][C:8]2[S:9][C:10]([NH2:13])=[CH:11][N:12]=2)[CH2:6][CH2:5][O:4][CH2:3][CH2:2]1.C(O[CH:17]=[C:18]([C:24]([O:26][CH2:27][CH3:28])=[O:25])[C:19]([O:21][CH2:22][CH3:23])=[O:20])C, predict the reaction product. The product is: [N:1]1([CH2:7][C:8]2[S:9][C:10]([NH:13][CH:17]=[C:18]([C:19]([O:21][CH2:22][CH3:23])=[O:20])[C:24]([O:26][CH2:27][CH3:28])=[O:25])=[CH:11][N:12]=2)[CH2:6][CH2:5][O:4][CH2:3][CH2:2]1. (5) Given the reactants [F:1][C:2]1[CH:3]=[C:4]([C:14](=[CH2:25])[C:15]([O:17]CC2C=CC=CC=2)=[O:16])[CH:5]=[CH:6][C:7]=1[CH2:8][O:9][CH2:10][CH2:11][O:12][CH3:13], predict the reaction product. The product is: [F:1][C:2]1[CH:3]=[C:4]([CH:14]([CH3:25])[C:15]([OH:17])=[O:16])[CH:5]=[CH:6][C:7]=1[CH2:8][O:9][CH2:10][CH2:11][O:12][CH3:13]. (6) Given the reactants F[C:2]1[CH:16]=[C:15](I)[CH:14]=[CH:13][C:3]=1[C:4]([O:6][CH2:7][CH2:8][Si](C)(C)C)=[O:5].[CH:18](C1C=CC(C(O)=O)=CC=1)=[CH2:19], predict the reaction product. The product is: [CH:18]([C:15]1[CH:14]=[CH:13][C:3]([C:4]([O:6][CH2:7][CH3:8])=[O:5])=[CH:2][CH:16]=1)=[CH2:19]. (7) Given the reactants [F:1][C:2]1[CH:3]=[C:4]([CH:8]=[C:9]([C:12]2[CH:13]=[CH:14][C:15]3[O:19][C:18]([C:20]4[CH:25]=[CH:24][C:23]([F:26])=[CH:22][CH:21]=4)=[C:17]([C:27](=[O:30])[NH:28][CH3:29])[C:16]=3[CH:31]=2)[C:10]=1[CH3:11])[C:5](O)=[O:6].[N:32]1[CH:37]=[CH:36][CH:35]=[CH:34][C:33]=1[C:38]1([NH2:41])[CH2:40][CH2:39]1.C1C=CC2N(O)N=NC=2C=1.CCN=C=NCCCN(C)C.Cl.C(N(C(C)C)CC)(C)C, predict the reaction product. The product is: [F:1][C:2]1[C:10]([CH3:11])=[C:9]([C:12]2[CH:13]=[CH:14][C:15]3[O:19][C:18]([C:20]4[CH:21]=[CH:22][C:23]([F:26])=[CH:24][CH:25]=4)=[C:17]([C:27]([NH:28][CH3:29])=[O:30])[C:16]=3[CH:31]=2)[CH:8]=[C:4]([C:5](=[O:6])[NH:41][C:38]2([C:33]3[CH:34]=[CH:35][CH:36]=[CH:37][N:32]=3)[CH2:40][CH2:39]2)[CH:3]=1.